Dataset: Reaction yield outcomes from USPTO patents with 853,638 reactions. Task: Predict the reaction yield, written as a fraction of the theoretical maximum amount of product (1.0 means a 100% yield; for example, 0.34 means a 34% yield). (1) The reactants are Br[C:2]1[N:3]([C:8]([O:10][C:11]([CH3:14])([CH3:13])[CH3:12])=[O:9])[C:4]([Br:7])=[CH:5][CH:6]=1.C([Li])CCC.Cl[C:21]([O:23][CH2:24][C:25]1[CH:30]=[CH:29][CH:28]=[CH:27][CH:26]=1)=[O:22].[Cl-].[NH4+]. The product is [Br:7][C:4]1[N:3]([C:8]([O:10][C:11]([CH3:14])([CH3:13])[CH3:12])=[O:9])[C:2]([C:21]([O:23][CH2:24][C:25]2[CH:30]=[CH:29][CH:28]=[CH:27][CH:26]=2)=[O:22])=[CH:6][CH:5]=1. The catalyst is C(OCC)C. The yield is 0.680. (2) The reactants are [C:1]1([C:18]2[CH:23]=[CH:22][CH:21]=[CH:20][CH:19]=2)[CH:6]=[CH:5][CH:4]=[CH:3][C:2]=1[P:7]1[C:12]([CH3:14])([CH3:13])[CH2:11][C:10](=[O:15])[CH2:9][C:8]1([CH3:17])[CH3:16].B(F)(F)F.[CH3:28]COCC.P.C[Si](C=[N+]=[N-])(C)C. The catalyst is Cl. The product is [C:1]1([C:18]2[CH:19]=[CH:20][CH:21]=[CH:22][CH:23]=2)[CH:6]=[CH:5][CH:4]=[CH:3][C:2]=1[P:7]1[C:8]([CH3:16])([CH3:17])[CH2:9][CH2:28][C:10](=[O:15])[CH2:11][C:12]1([CH3:14])[CH3:13]. The yield is 0.620. (3) The reactants are [O:1]1[C:5]2[CH:6]=[CH:7][CH:8]=[C:9]([CH2:10][CH2:11][CH:12](O)CC)[C:4]=2[CH:3]=[CH:2]1.[NH:16]1[C:24]2[C:19](=[CH:20][CH:21]=[CH:22][C:23]=2[NH:25][S:26]([CH3:29])(=[O:28])=[O:27])[CH:18]=[CH:17]1.[C:30](O)([C:32](F)(F)F)=O.[CH2:37](Cl)Cl. No catalyst specified. The product is [CH2:30]([C:10]([C:18]1[C:19]2[C:24](=[C:23]([NH:25][S:26]([CH3:29])(=[O:27])=[O:28])[CH:22]=[CH:21][CH:20]=2)[NH:16][CH:17]=1)([C:9]1[C:4]2[CH:3]=[C:2]([CH3:37])[O:1][C:5]=2[CH:6]=[CH:7][CH:8]=1)[CH2:11][CH3:12])[CH3:32]. The yield is 0.770. (4) The reactants are C[C:2]1[C:11]2[C:6](=[CH:7][C:8]([C:12](O)=[O:13])=[CH:9][CH:10]=2)[N:5]=[C:4]([NH:15][C:16]2[CH:21]=[CH:20][C:19]([S:22](=[O:25])(=[O:24])[NH2:23])=[CH:18][CH:17]=2)[N:3]=1.CN.C[CH2:29][N:30](C(C)C)C(C)C.CN(C(ON1N=NC2C=CC=CC1=2)=[N+](C)C)C.F[P-](F)(F)(F)(F)F. No catalyst specified. The product is [CH3:29][NH:30][C:12]([C:8]1[CH:7]=[C:6]2[C:11]([CH:2]=[N:3][C:4]([NH:15][C:16]3[CH:17]=[CH:18][C:19]([S:22](=[O:25])(=[O:24])[NH2:23])=[CH:20][CH:21]=3)=[N:5]2)=[CH:10][CH:9]=1)=[O:13]. The yield is 0.500. (5) The reactants are [F:1][CH:2]([F:26])[O:3][C:4]1[CH:9]=[CH:8][C:7]([CH:10]([C:12]2([C:18]3[CH:23]=[C:22]([F:24])[CH:21]=[C:20]([F:25])[CH:19]=3)SCCCS2)[OH:11])=[CH:6][CH:5]=1.FC(F)(F)C(OC1C(OC(=O)C(F)(F)F)=C(I)C=CC=1)=[O:30].CCCCCC.CCOC(C)=O. The catalyst is C(#N)C.O. The product is [F:1][CH:2]([F:26])[O:3][C:4]1[CH:9]=[CH:8][C:7]([CH:10]([OH:11])[C:12]([C:18]2[CH:23]=[C:22]([F:24])[CH:21]=[C:20]([F:25])[CH:19]=2)=[O:30])=[CH:6][CH:5]=1. The yield is 0.310. (6) The reactants are [Br:1][C:2]1[CH:3]=[CH:4][C:5]([F:31])=[C:6]([C@@:8]([NH:23][C:24](=[O:30])[O:25][C:26]([CH3:29])([CH3:28])[CH3:27])([CH:10]([OH:22])[CH2:11][CH2:12][CH2:13][O:14][Si:15]([C:18]([CH3:21])([CH3:20])[CH3:19])([CH3:17])[CH3:16])[CH3:9])[CH:7]=1.N1C=CC=CC=1.[S:38](Cl)(Cl)=[O:39].I([O-])(=O)(=O)=[O:43].[Na+]. The catalyst is C(Cl)Cl.O.O.[Ru](Cl)(Cl)Cl. The product is [Br:1][C:2]1[CH:3]=[CH:4][C:5]([F:31])=[C:6]([C@:8]2([CH3:9])[CH:10]([CH2:11][CH2:12][CH2:13][O:14][Si:15]([C:18]([CH3:21])([CH3:19])[CH3:20])([CH3:16])[CH3:17])[O:22][S:38](=[O:39])(=[O:43])[N:23]2[C:24]([O:25][C:26]([CH3:29])([CH3:28])[CH3:27])=[O:30])[CH:7]=1. The yield is 0.683. (7) The product is [OH:23][NH:25][C:19]([C:17]1[CH:16]=[CH:15][C:6]2[CH2:7][N:8]([C:9]3[CH:14]=[CH:13][CH:12]=[CH:11][N:10]=3)[C@@H:2]([CH3:1])[CH2:3][O:4][C:5]=2[CH:18]=1)=[O:21]. The catalyst is C1COCC1.CO. The yield is 0.130. The reactants are [CH3:1][C@@H:2]1[N:8]([C:9]2[CH:14]=[CH:13][CH:12]=[CH:11][N:10]=2)[CH2:7][C:6]2[CH:15]=[CH:16][C:17]([C:19]([O:21]C)=O)=[CH:18][C:5]=2[O:4][CH2:3]1.[OH-:23].[Na+].[NH2:25]O. (8) The reactants are [ClH:1].[CH2:2]([C:6]1[N:7]=[C:8]([NH2:11])[NH:9][CH:10]=1)[CH2:3][C:4]#[CH:5].[N:12]([CH2:15][C:16]1[NH:20][C:19]2[CH:21]=[C:22]([CH3:26])[C:23]([CH3:25])=[CH:24][C:18]=2[N:17]=1)=[N+:13]=[N-:14]. No catalyst specified. The product is [ClH:1].[ClH:1].[CH3:25][C:23]1[C:22]([CH3:26])=[CH:21][C:19]2[NH:20][C:16]([CH2:15][N:12]3[CH:5]=[C:4]([CH2:3][CH2:2][C:6]4[N:7]=[C:8]([NH2:11])[NH:9][CH:10]=4)[N:14]=[N:13]3)=[N:17][C:18]=2[CH:24]=1. The yield is 0.590.